Predict the reactants needed to synthesize the given product. From a dataset of Full USPTO retrosynthesis dataset with 1.9M reactions from patents (1976-2016). (1) Given the product [CH3:1][O:2][C:3]1[CH:8]=[CH:7][C:6]([N:9]2[CH:13]=[C:12]([CH2:52][OH:53])[CH:11]=[N:10]2)=[CH:5][C:4]=1[C:26]1[N:31]=[N:30][C:29]([N:32]([CH3:43])[CH:33]2[CH2:38][C:37]([CH3:40])([CH3:39])[NH:36][C:35]([CH3:42])([CH3:41])[CH2:34]2)=[CH:28][CH:27]=1, predict the reactants needed to synthesize it. The reactants are: [CH3:1][O:2][C:3]1[CH:8]=[CH:7][C:6]([N:9]2[CH:13]=[CH:12][C:11](CO)=[N:10]2)=[CH:5][C:4]=1B1OC(C)(C)C(C)(C)O1.Cl[C:26]1[N:31]=[N:30][C:29]([N:32]([CH3:43])[CH:33]2[CH2:38][C:37]([CH3:40])([CH3:39])[NH:36][C:35]([CH3:42])([CH3:41])[CH2:34]2)=[CH:28][CH:27]=1.P([O-])([O-])([O-])=O.[K+].[K+].[K+].[CH3:52][O:53]C1C=CC=C(OC)C=1C1C=CC=CC=1P(C1CCCCC1)C1CCCCC1. (2) Given the product [O:22]=[C:19]1[CH2:20][CH2:21][N:16]([C:10]([NH:9][C:5]2[CH:6]=[CH:7][CH:8]=[C:3]([C:2]([F:12])([F:13])[F:1])[CH:4]=2)=[O:11])[CH2:17][CH2:18]1, predict the reactants needed to synthesize it. The reactants are: [F:1][C:2]([F:13])([F:12])[C:3]1[CH:4]=[C:5]([N:9]=[C:10]=[O:11])[CH:6]=[CH:7][CH:8]=1.Cl.O.[NH:16]1[CH2:21][CH2:20][C:19](=[O:22])[CH2:18][CH2:17]1.C(N(CC)C(C)C)(C)C. (3) Given the product [C:1]([O:5][C:6]([N:8]1[CH2:13][CH2:12][CH:11]([C:14](=[O:24])[N:15]([CH2:25][C:26]2[CH:31]=[CH:30][CH:29]=[CH:28][CH:27]=2)[C:16]2[CH:21]=[CH:20][C:19]([F:22])=[CH:18][C:17]=2[Br:23])[CH2:10][CH2:9]1)=[O:7])([CH3:4])([CH3:2])[CH3:3], predict the reactants needed to synthesize it. The reactants are: [C:1]([O:5][C:6]([N:8]1[CH2:13][CH2:12][CH:11]([C:14](=[O:24])[NH:15][C:16]2[CH:21]=[CH:20][C:19]([F:22])=[CH:18][C:17]=2[Br:23])[CH2:10][CH2:9]1)=[O:7])([CH3:4])([CH3:3])[CH3:2].[CH2:25](Br)[C:26]1[CH:31]=[CH:30][CH:29]=[CH:28][CH:27]=1. (4) Given the product [Cl:15][C:5]1[C:6]([C:8]2[C:13]([CH3:14])=[CH:12][CH:11]=[CH:10][N:9]=2)=[CH:7][C:2]([N:28]2[CH2:27][CH2:26][C:24]3[N:25]=[C:20]([NH:19][CH:16]4[CH2:17][CH2:18]4)[N:21]=[CH:22][C:23]=3[CH2:29]2)=[N:3][CH:4]=1, predict the reactants needed to synthesize it. The reactants are: Cl[C:2]1[CH:7]=[C:6]([C:8]2[C:13]([CH3:14])=[CH:12][CH:11]=[CH:10][N:9]=2)[C:5]([Cl:15])=[CH:4][N:3]=1.[CH:16]1([NH:19][C:20]2[N:21]=[CH:22][C:23]3[CH2:29][NH:28][CH2:27][CH2:26][C:24]=3[N:25]=2)[CH2:18][CH2:17]1.CCOC(C)=O.O. (5) The reactants are: [CH3:1][S:2](Cl)(=[O:4])=[O:3].[Cl:6][C:7]1[CH:12]=[CH:11][C:10]([CH:13]([NH:17][C:18](=[O:24])[O:19][C:20]([CH3:23])([CH3:22])[CH3:21])[CH2:14][CH2:15][OH:16])=[CH:9][CH:8]=1.C(N(CC)CC)C. Given the product [CH3:1][S:2]([O:16][CH2:15][CH2:14][CH:13]([NH:17][C:18]([O:19][C:20]([CH3:21])([CH3:23])[CH3:22])=[O:24])[C:10]1[CH:11]=[CH:12][C:7]([Cl:6])=[CH:8][CH:9]=1)(=[O:4])=[O:3], predict the reactants needed to synthesize it. (6) Given the product [F:1][C:2]1[CH:22]=[CH:21][C:5]([O:6][C:7]2[CH:8]=[CH:9][C:10]([N:13]3[C:14]4[CH:19]=[CH:18][CH:17]=[CH:16][C:15]=4[N:20]=[C:22]3[CH:2]3[CH2:3][CH2:4][O:31][CH2:30][CH2:29]3)=[CH:11][CH:12]=2)=[CH:4][CH:3]=1, predict the reactants needed to synthesize it. The reactants are: [F:1][C:2]1[CH:22]=[CH:21][C:5]([O:6][C:7]2[CH:12]=[CH:11][C:10]([NH:13][C:14]3[C:15]([NH2:20])=[CH:16][CH:17]=[CH:18][CH:19]=3)=[CH:9][CH:8]=2)=[CH:4][CH:3]=1.OS([O-])=O.[Na+].O.[CH3:29][CH2:30][OH:31]. (7) Given the product [Cl:16][C:17]1[CH:23]=[CH:22][CH:21]=[CH:20][C:18]=1[NH:19][C:12]([CH:9]1[CH2:10][CH2:11][N:7]([CH:1]2[CH2:2][CH2:3][CH2:4][CH2:5][CH2:6]2)[C:8]1=[O:15])=[O:14], predict the reactants needed to synthesize it. The reactants are: [CH:1]1([N:7]2[CH2:11][CH2:10][CH:9]([C:12]([OH:14])=O)[C:8]2=[O:15])[CH2:6][CH2:5][CH2:4][CH2:3][CH2:2]1.[Cl:16][C:17]1[CH:23]=[CH:22][CH:21]=[CH:20][C:18]=1[NH2:19].O=C1N(P(Cl)(N2CCOC2=O)=O)CCO1.C(N(CC)CC)C.